Dataset: Reaction yield outcomes from USPTO patents with 853,638 reactions. Task: Predict the reaction yield, written as a fraction of the theoretical maximum amount of product (1.0 means a 100% yield; for example, 0.34 means a 34% yield). (1) The reactants are FC(F)(F)C1C=CC(CBr)=CC=1.Cl[CH2:14][C:15]1[C:16]([CH3:21])=[N:17][O:18][C:19]=1[CH3:20].[CH3:22][C:23]1[N:24]=[C:25]([N:38]2[C:42](=[O:43])[NH:41][N:40]=[CH:39]2)[S:26][C:27]=1[C:28]([NH:30][CH2:31][C:32]1[CH:33]=[N:34][CH:35]=[CH:36][CH:37]=1)=[O:29]. No catalyst specified. The product is [CH3:21][C:16]1[C:15]([CH2:14][N:41]2[C:42](=[O:43])[N:38]([C:25]3[S:26][C:27]([C:28]([NH:30][CH2:31][C:32]4[CH:33]=[N:34][CH:35]=[CH:36][CH:37]=4)=[O:29])=[C:23]([CH3:22])[N:24]=3)[CH:39]=[N:40]2)=[C:19]([CH3:20])[O:18][N:17]=1. The yield is 0.450. (2) The reactants are [CH3:1][C:2]1[CH:3]=[C:4]2[C:9](=[CH:10][CH:11]=1)[NH:8][C:7](=[O:12])[C:6]([C:13]#[N:14])=[C:5]2[N:15]1[CH2:20][CH2:19][N:18]([C:21]([C:23]2[S:24][CH:25]=[CH:26][CH:27]=2)=[O:22])[CH2:17][CH2:16]1.Cl[CH2:29][CH2:30][N:31]1[CH2:36][CH2:35][O:34][CH2:33][CH2:32]1.C(=O)([O-])[O-].[K+].[K+]. The catalyst is CN(C=O)C. The product is [CH3:1][C:2]1[CH:3]=[C:4]2[C:9](=[CH:10][CH:11]=1)[N:8]([CH2:29][CH2:30][N:31]1[CH2:36][CH2:35][O:34][CH2:33][CH2:32]1)[C:7](=[O:12])[C:6]([C:13]#[N:14])=[C:5]2[N:15]1[CH2:16][CH2:17][N:18]([C:21]([C:23]2[S:24][CH:25]=[CH:26][CH:27]=2)=[O:22])[CH2:19][CH2:20]1. The yield is 0.170.